From a dataset of Full USPTO retrosynthesis dataset with 1.9M reactions from patents (1976-2016). Predict the reactants needed to synthesize the given product. Given the product [F:1][C:2]1[CH:12]=[CH:11][CH:10]=[C:9]([F:13])[C:3]=1[C:4]([NH:6][C:7](=[O:8])[N:21]([C:20]1[CH:23]=[CH:24][C:17]([S:16][CH:15]([F:26])[F:14])=[CH:18][C:19]=1[F:25])[CH3:22])=[O:5], predict the reactants needed to synthesize it. The reactants are: [F:1][C:2]1[CH:12]=[CH:11][CH:10]=[C:9]([F:13])[C:3]=1[C:4]([N:6]=[C:7]=[O:8])=[O:5].[F:14][CH:15]([F:26])[S:16][C:17]1[CH:24]=[CH:23][C:20]([NH:21][CH3:22])=[C:19]([F:25])[CH:18]=1.